Task: Regression/Classification. Given a drug SMILES string, predict its toxicity properties. Task type varies by dataset: regression for continuous values (e.g., LD50, hERG inhibition percentage) or binary classification for toxic/non-toxic outcomes (e.g., AMES mutagenicity, cardiotoxicity, hepatotoxicity). Dataset: ames.. Dataset: Ames mutagenicity test results for genotoxicity prediction The compound is O=[N+]([O-])c1ccc(CBr)cc1. The result is 1 (mutagenic).